Regression/Classification. Given a drug SMILES string, predict its absorption, distribution, metabolism, or excretion properties. Task type varies by dataset: regression for continuous measurements (e.g., permeability, clearance, half-life) or binary classification for categorical outcomes (e.g., BBB penetration, CYP inhibition). Dataset: b3db_classification. From a dataset of Blood-brain barrier permeability classification from the B3DB database. (1) The molecule is COc1cc([C@@H]2c3cc4c(cc3[C@@H](O[C@@H]3O[C@@H]5CO[C@H](C)O[C@H]5[C@H](O)[C@H]3O)[C@H]3COC(=O)[C@H]23)OCO4)cc(OC)c1O. The result is 0 (does not penetrate BBB). (2) The molecule is CN1CC[C@@]2(C)c3cc(OC(=O)N4CCc5ccccc5C4)ccc3N(C)C12. The result is 1 (penetrates BBB). (3) The compound is NS(=O)(=O)Cc1noc2ccccc12. The result is 1 (penetrates BBB). (4) The molecule is c1ccc(C2(c3ccccc3)OC[C@H]([C@@H]3CCCCN3)O2)cc1. The result is 1 (penetrates BBB). (5) The molecule is C[C@]12CC[C@H]3C(=CCc4cc(O)ccc43)[C@@H]1CCC2=O. The result is 0 (does not penetrate BBB). (6) The drug is COc1cccc(C(=O)CCN[C@@H](C)[C@@H](O)c2ccccc2)c1. The result is 1 (penetrates BBB).